From a dataset of Reaction yield outcomes from USPTO patents with 853,638 reactions. Predict the reaction yield, written as a fraction of the theoretical maximum amount of product (1.0 means a 100% yield; for example, 0.34 means a 34% yield). (1) The reactants are [CH:14]1(P([CH:14]2[CH2:19][CH2:18][CH2:17][CH2:16][CH2:15]2)[CH:14]2[CH2:19][CH2:18][CH2:17][CH2:16][CH2:15]2)[CH2:19][CH2:18][CH2:17][CH2:16][CH2:15]1.C[CH2:21][CH2:22][CH2:23][CH2:24][CH2:25][CH2:26][CH2:27][CH2:28][CH2:29][CH2:30][CH2:31][CH3:32].[CH3:33]OC1C=CC=CC=1C1C=CC=CC=1.C1(C)C(C2C(C)=CC=CC=2)=CC=CC=1. The catalyst is COC1C=CC=CC=1C1C=CC=CC=1. The product is [CH3:33][C:30]1[CH:29]=[CH:28][C:27]([C:26]2[C:25]([C:14]3[CH:15]=[CH:16][CH:17]=[CH:18][CH:19]=3)=[CH:24][CH:23]=[CH:22][CH:21]=2)=[CH:32][CH:31]=1. The yield is 0.880. (2) The reactants are C([O:3][C:4](=[O:34])[CH2:5][N:6]1[CH2:11][C:10]2[CH:12]=[C:13](/[CH:16]=[CH:17]/[C:18](=[O:32])[N:19]([CH3:31])[CH2:20][C:21]3[N:22]([CH3:30])[C:23]4[C:28]([CH:29]=3)=[CH:27][CH:26]=[CH:25][CH:24]=4)[CH:14]=[N:15][C:9]=2[NH:8][C:7]1=[O:33])C.[OH-].[Na+]. The catalyst is CO. The product is [CH3:31][N:19]([CH2:20][C:21]1[N:22]([CH3:30])[C:23]2[C:28]([CH:29]=1)=[CH:27][CH:26]=[CH:25][CH:24]=2)[C:18](/[CH:17]=[CH:16]/[C:13]1[CH:14]=[N:15][C:9]2[NH:8][C:7](=[O:33])[N:6]([CH2:5][C:4]([OH:34])=[O:3])[CH2:11][C:10]=2[CH:12]=1)=[O:32]. The yield is 0.480. (3) The reactants are CC1[O:7][CH:6]([CH3:8])[O:5][CH:4]([CH3:9])O1.[Na+].[I-:11].[C:12]([O:15][C:16]1C=[CH:20][CH:19]=[CH:18][C:17]=1C(Cl)=O)(=[O:14])[CH3:13]. The catalyst is C(Cl)Cl. The product is [C:12]([O:15][C:16]1[CH:17]=[CH:18][CH:19]=[CH:20][C:8]=1[C:6]([O:5][CH:4]([I:11])[CH3:9])=[O:7])(=[O:14])[CH3:13]. The yield is 0.400. (4) The reactants are [O:1]1[C:5]2([CH2:10][CH2:9][NH:8][CH2:7][CH2:6]2)[O:4][CH2:3][CH2:2]1.Br[CH2:12][CH2:13][CH2:14][CH3:15].C(=O)([O-])[O-].[K+].[K+].[OH-].[Na+]. The catalyst is CN(C)C=O. The product is [CH2:12]([N:8]1[CH2:9][CH2:10][C:5]2([O:4][CH2:3][CH2:2][O:1]2)[CH2:6][CH2:7]1)[CH2:13][CH2:14][CH3:15]. The yield is 1.00. (5) The reactants are [CH3:1][C:2](=O)[C@@H:3]1[C@:20]2([CH3:21])[C@H:6]([C@H:7]3[C@H:17]([CH2:18][CH2:19]2)[C@:15]2([CH3:16])[C@H:10]([CH2:11][CH2:12][CH2:13][CH2:14]2)[CH2:9][CH2:8]3)[CH2:5][CH2:4]1.C(O)C.[NH2:26][OH:27].C([O-])(=O)C.[Na+]. The catalyst is ClCCl.O. The product is [CH3:1][C:2](=[N:26][OH:27])[C@@H:3]1[C@:20]2([CH3:21])[C@H:6]([C@H:7]3[C@H:17]([CH2:18][CH2:19]2)[C@:15]2([CH3:16])[C@H:10]([CH2:11][CH2:12][CH2:13][CH2:14]2)[CH2:9][CH2:8]3)[CH2:5][CH2:4]1. The yield is 1.00. (6) The reactants are C(N)CCC.[Cl:6][C:7]1[CH:8]=[C:9]2[CH:15]=[CH:14][N:13]([C:16]3[N:20]([CH3:21])[N:19]=[C:18]([CH:22]4[CH2:24][CH2:23]4)[C:17]=3[CH2:25][CH2:26][S:27]([NH2:30])(=[O:29])=[O:28])[C:10]2=[N:11][CH:12]=1.[N:31]12[CH2:41]CCN=C1C[CH2:35][CH2:34][CH2:33][CH2:32]2.[OH2:42]. The catalyst is CN(C)C=O.CN(C)C1C=CN=CC=1. The product is [CH2:32]([NH:31][C:41]([NH:30][S:27]([CH2:26][CH2:25][C:17]1[C:18]([CH:22]2[CH2:23][CH2:24]2)=[N:19][N:20]([CH3:21])[C:16]=1[N:13]1[C:10]2=[N:11][CH:12]=[C:7]([Cl:6])[CH:8]=[C:9]2[CH:15]=[CH:14]1)(=[O:28])=[O:29])=[O:42])[CH2:33][CH2:34][CH3:35]. The yield is 0.450. (7) The reactants are [O:1]1[CH2:5][CH2:4][CH:3]([C:6]([O:8]C)=O)[CH2:2]1.O.[NH2:11][NH2:12]. No catalyst specified. The product is [O:1]1[CH2:5][CH2:4][CH:3]([C:6]([NH:11][NH2:12])=[O:8])[CH2:2]1. The yield is 0.740.